Dataset: Catalyst prediction with 721,799 reactions and 888 catalyst types from USPTO. Task: Predict which catalyst facilitates the given reaction. Reactant: [CH3:1][CH:2]1[CH:6]([C:7]2[N:11]3[C:12]4[CH:18]=[CH:17][N:16]([CH2:19][O:20][CH2:21][CH2:22][Si:23]([CH3:26])([CH3:25])[CH3:24])[C:13]=4[N:14]=[CH:15][C:10]3=[N:9][CH:8]=2)[CH2:5][CH:4]([NH2:27])[CH2:3]1.CCN(C(C)C)C(C)C.[CH:37]1([S:40](Cl)(=[O:42])=[O:41])[CH2:39][CH2:38]1.CO. Product: [CH3:1][CH:2]1[CH:6]([C:7]2[N:11]3[C:12]4[CH:18]=[CH:17][N:16]([CH2:19][O:20][CH2:21][CH2:22][Si:23]([CH3:26])([CH3:25])[CH3:24])[C:13]=4[N:14]=[CH:15][C:10]3=[N:9][CH:8]=2)[CH2:5][CH:4]([NH:27][S:40]([CH:37]2[CH2:39][CH2:38]2)(=[O:42])=[O:41])[CH2:3]1. The catalyst class is: 2.